This data is from Reaction yield outcomes from USPTO patents with 853,638 reactions. The task is: Predict the reaction yield, written as a fraction of the theoretical maximum amount of product (1.0 means a 100% yield; for example, 0.34 means a 34% yield). (1) The reactants are Cl[C:2]1[C:11]([C@@H:12]([NH:14][C:15](=[O:21])[O:16][C:17]([CH3:20])([CH3:19])[CH3:18])[CH3:13])=[CH:10][C:9]2[C:4](=[CH:5][C:6]([F:22])=[CH:7][CH:8]=2)[N:3]=1.[CH3:23][S:24][C:25]1[CH:30]=[CH:29][CH:28]=[CH:27][C:26]=1B(O)O.C([O-])([O-])=O.[Na+].[Na+].CC#N. The catalyst is C1C=CC([P]([Pd]([P](C2C=CC=CC=2)(C2C=CC=CC=2)C2C=CC=CC=2)([P](C2C=CC=CC=2)(C2C=CC=CC=2)C2C=CC=CC=2)[P](C2C=CC=CC=2)(C2C=CC=CC=2)C2C=CC=CC=2)(C2C=CC=CC=2)C2C=CC=CC=2)=CC=1.O. The product is [F:22][C:6]1[CH:5]=[C:4]2[C:9]([CH:10]=[C:11]([C@@H:12]([NH:14][C:15](=[O:21])[O:16][C:17]([CH3:20])([CH3:19])[CH3:18])[CH3:13])[C:2]([C:26]3[CH:27]=[CH:28][CH:29]=[CH:30][C:25]=3[S:24][CH3:23])=[N:3]2)=[CH:8][CH:7]=1. The yield is 0.948. (2) The reactants are Cl[CH2:2][C:3]([NH:5][C:6]1[N:7]=[C:8]2[CH:13]=[CH:12][C:11]([O:14][C:15]3[CH:16]=[C:17]([NH:21][C:22](=[O:33])[C:23]4[CH:28]=[CH:27][CH:26]=[C:25]([C:29]([F:32])([F:31])[F:30])[CH:24]=4)[CH:18]=[CH:19][CH:20]=3)=[N:10][N:9]2[CH:34]=1)=[O:4].[CH3:35][N:36]1[CH2:41][CH2:40][NH:39][CH2:38][CH2:37]1. The catalyst is C(#N)C. The product is [CH3:35][N:36]1[CH2:41][CH2:40][N:39]([CH2:2][C:3]([NH:5][C:6]2[N:7]=[C:8]3[CH:13]=[CH:12][C:11]([O:14][C:15]4[CH:16]=[C:17]([NH:21][C:22](=[O:33])[C:23]5[CH:28]=[CH:27][CH:26]=[C:25]([C:29]([F:32])([F:31])[F:30])[CH:24]=5)[CH:18]=[CH:19][CH:20]=4)=[N:10][N:9]3[CH:34]=2)=[O:4])[CH2:38][CH2:37]1. The yield is 0.500. (3) The reactants are [F:1][C:2]1[CH:10]=[CH:9][C:8]([CH3:11])=[C:7]2[C:3]=1[CH:4]=[CH:5][NH:6]2.[C:12](O[C:12]([C:14]([F:17])([F:16])[F:15])=[O:13])([C:14]([F:17])([F:16])[F:15])=[O:13]. The catalyst is CN(C=O)C. The product is [F:15][C:14]([F:17])([F:16])[C:12]([C:4]1[C:3]2[C:7](=[C:8]([CH3:11])[CH:9]=[CH:10][C:2]=2[F:1])[NH:6][CH:5]=1)=[O:13]. The yield is 0.730. (4) The reactants are [N+]([C:4]1[CH:13]=[CH:12][C:11]2[C:6](=[CH:7][CH:8]=[CH:9][CH:10]=2)[N:5]=1)([O-])=O.[C:14](CC(OCC)=O)#[N:15].[OH-].[K+].C[N:25](C)C=O. No catalyst specified. The product is [NH2:25][C:9]1[CH:8]=[CH:7][C:6]2[N:5]=[CH:4][CH:13]=[CH:12][C:11]=2[C:10]=1[C:14]#[N:15]. The yield is 0.700. (5) The reactants are [C:1]([C:3]1[CH:16]=[CH:15][C:6]([CH2:7][N:8]2[CH2:11][CH:10]([C:12]([OH:14])=[O:13])[CH2:9]2)=[CH:5][CH:4]=1)#[N:2].[C:17](O)([CH3:20])([CH3:19])[CH3:18].C(Cl)CCl. The catalyst is CN(C1C=CN=CC=1)C.ClC(Cl)C. The product is [C:1]([C:3]1[CH:4]=[CH:5][C:6]([CH2:7][N:8]2[CH2:9][CH:10]([C:12]([O:14][C:17]([CH3:20])([CH3:19])[CH3:18])=[O:13])[CH2:11]2)=[CH:15][CH:16]=1)#[N:2]. The yield is 0.860. (6) The reactants are [CH2:1]([C:8]1(O)[C:17]2[C:12](=[CH:13][CH:14]=[C:15]([O:18][CH3:19])[CH:16]=2)[O:11][CH2:10][CH:9]1[NH:20][C:21](=[O:25])[O:22][CH2:23][CH3:24])[C:2]1[CH:7]=[CH:6][CH:5]=[CH:4][CH:3]=1.Cl.[OH-].[Na+]. The catalyst is O. The product is [CH:1](=[C:8]1[C:17]2[C:12](=[CH:13][CH:14]=[C:15]([O:18][CH3:19])[CH:16]=2)[O:11][CH2:10][CH:9]1[NH:20][C:21](=[O:25])[O:22][CH2:23][CH3:24])[C:2]1[CH:3]=[CH:4][CH:5]=[CH:6][CH:7]=1. The yield is 0.730. (7) The reactants are Br[C:2]1[S:6][C:5]([CH2:7][O:8][C:9]2[C:10]([F:19])=[C:11]([C:15]([F:18])=[CH:16][CH:17]=2)[C:12]([NH2:14])=[O:13])=[N:4][C:3]=1[C:20]1[CH:25]=[CH:24][C:23]([O:26][CH3:27])=[CH:22][CH:21]=1.O.[OH-].[Na+]. The catalyst is C(O)(=O)C.[Zn]. The product is [F:19][C:10]1[C:9]([O:8][CH2:7][C:5]2[S:6][CH:2]=[C:3]([C:20]3[CH:25]=[CH:24][C:23]([O:26][CH3:27])=[CH:22][CH:21]=3)[N:4]=2)=[CH:17][CH:16]=[C:15]([F:18])[C:11]=1[C:12]([NH2:14])=[O:13]. The yield is 0.500. (8) The reactants are [CH:1]1([NH:4][C:5]([C:7]2[CH:8]=[C:9]([C:15]3[CH:20]=[CH:19][C:18]([C:21]([NH:23][CH2:24][C:25]([CH3:28])([CH3:27])[CH3:26])=[O:22])=[CH:17][C:16]=3[CH:29]=[O:30])[C:10]([CH3:14])=[C:11]([F:13])[CH:12]=2)=[O:6])[CH2:3][CH2:2]1.[O-:31][Mn](=O)(=O)=O.[K+]. The catalyst is CC(C)=O.O. The product is [CH:1]1([NH:4][C:5]([C:7]2[CH:12]=[C:11]([F:13])[C:10]([CH3:14])=[C:9]([C:15]3[C:16]([C:29]([OH:31])=[O:30])=[CH:17][C:18]([C:21]([NH:23][CH2:24][C:25]([CH3:27])([CH3:26])[CH3:28])=[O:22])=[CH:19][CH:20]=3)[CH:8]=2)=[O:6])[CH2:3][CH2:2]1. The yield is 0.830. (9) The product is [CH3:15][O:16][C:17]1[CH:24]=[CH:23][C:20]([CH2:21][O:1][C:2]2[N:6]([C:7]3[CH:12]=[C:11]([C:13]#[N:14])[CH:10]=[CH:9][N:8]=3)[N:5]=[CH:4][CH:3]=2)=[CH:19][CH:18]=1. The reactants are [OH:1][C:2]1[N:6]([C:7]2[CH:12]=[C:11]([C:13]#[N:14])[CH:10]=[CH:9][N:8]=2)[N:5]=[CH:4][CH:3]=1.[CH3:15][O:16][C:17]1[CH:24]=[CH:23][C:20]([CH2:21]O)=[CH:19][CH:18]=1. The yield is 0.140. No catalyst specified.